From a dataset of Experimentally validated miRNA-target interactions with 360,000+ pairs, plus equal number of negative samples. Binary Classification. Given a miRNA mature sequence and a target amino acid sequence, predict their likelihood of interaction. (1) The miRNA is hsa-miR-3927-3p with sequence CAGGUAGAUAUUUGAUAGGCAU. The protein sequence of the target gene is MTCCEGWTSCNGFSLLVLLLLGVVLNAIPLIVSLVEEDQFSQNPISCFEWWFPGIIGAGLMAIPATTMSLTARKRACCNNRTGMFLSSLFSVITVIGALYCMLISIQALLKGPLMCNSPSNSNANCEFSLKNISDIHPESFNLQWFFNDSCAPPTGFNKPTSNDTMASGWRASSFHFDSEENKHRLIHFSVFLGLLLVGILEVLFGLSQIVIGFLGCLCGVSKRRSQIV. Result: 0 (no interaction). (2) The miRNA is hsa-miR-548az-5p with sequence CAAAAGUGAUUGUGGUUUUUGC. The protein sequence of the target gene is MWRLVPPKLGRLSRSLKLAALGSLLVLMVLHSPSLLASWQRNELTDRRFLQLNKCPACFGTSWCRRFLNGQVVFEAWGRLRLLDFLNVKNVYFAQYGEPREGGRRRVVLKRLGSQRELAQLDQSICKRATGRPRCDLLQAMPRTEFARLNGDVRLLTPEAVEGWSDLVHCPSQRLLDRLVRRYAETKDSGSFLLRNLKDSERMQLLLTLAFNPEPLVLQSFPSDEGWPFAKYLGACGRMVAVNYVGEELWSYFNAPWEKRVDLAWQLMEIAEQLTNNDFEFALYLLDVSFDNFAVGPRDG.... Result: 0 (no interaction). (3) The miRNA is hsa-miR-6881-3p with sequence AUCCUCUUUCGUCCUUCCCACU. The protein sequence of the target gene is MAQDGVELEKSVRRLREKFHGKVSPKKAGALMRKFGSDHTGVGRSIVYGVKQKDGQELSNDLDAQDPPEDMKQDQDIQAVATSLLPLTQANLRMFQRAQDDLIPAVDRQFACSSCDHVWWRRVPQRKEVSRCRKCRKRYEPVPLDKMWGLAEFHCPKCRHNFRGWAQMGSPSPCYGCGFPVYPTRILPPRWDRDLDRRSTHTHSCSAADCYNRREPHVPGTSCAHPKSRKQNHLPKVLHPSNPHISSGSTVATCLSQGGLVDDLDHLILEDLKEEEEEEEEEEEDGGPRE. Result: 0 (no interaction). (4) The miRNA is hsa-miR-1228-3p with sequence UCACACCUGCCUCGCCCCCC. The protein sequence of the target gene is MDLPYYHGRLTKQDCETLLLKEGVDGNFLLRDSESIPGVLCLCVSFKNIVYTYRIFREKHGYYRIQTAEGSPKQVFPSLKELISKFEKPNQGMVVHLLKPIKRTSPSLRWRGLKLELETFVNSNSDYVDVLP. Result: 0 (no interaction).